The task is: Regression. Given two drug SMILES strings and cell line genomic features, predict the synergy score measuring deviation from expected non-interaction effect.. This data is from NCI-60 drug combinations with 297,098 pairs across 59 cell lines. Drug 1: C1CN(CCN1C(=O)CCBr)C(=O)CCBr. Drug 2: CC12CCC3C(C1CCC2OP(=O)(O)O)CCC4=C3C=CC(=C4)OC(=O)N(CCCl)CCCl.[Na+]. Cell line: SW-620. Synergy scores: CSS=21.4, Synergy_ZIP=-6.17, Synergy_Bliss=-4.35, Synergy_Loewe=-1.81, Synergy_HSA=-2.40.